Predict the reactants needed to synthesize the given product. From a dataset of Full USPTO retrosynthesis dataset with 1.9M reactions from patents (1976-2016). Given the product [C:1]([C:5]1[CH:10]=[CH:9][C:8](/[C:11](/[C:16]2[CH:21]=[CH:20][C:19]([Cl:22])=[C:18]([O:23][CH3:24])[N:17]=2)=[CH:12]\[CH2:13][C:14]2[NH:25][O:26][C:27](=[O:30])[N:15]=2)=[CH:7][CH:6]=1)([CH3:4])([CH3:2])[CH3:3], predict the reactants needed to synthesize it. The reactants are: [C:1]([C:5]1[CH:10]=[CH:9][C:8](/[C:11](/[C:16]2[CH:21]=[CH:20][C:19]([Cl:22])=[C:18]([O:23][CH3:24])[N:17]=2)=[CH:12]\[CH2:13][C:14]#[N:15])=[CH:7][CH:6]=1)([CH3:4])([CH3:3])[CH3:2].[NH2:25][OH:26].[CH:27]([OH:30])(C)C.